Task: Predict the reactants needed to synthesize the given product.. Dataset: Full USPTO retrosynthesis dataset with 1.9M reactions from patents (1976-2016) (1) The reactants are: [I:1][C:2]1[C:3]([CH3:33])=[C:4]([CH:30]=[CH:31][CH:32]=1)[CH2:5][NH:6][C:7]1[C:12]([N+:13]([O-])=O)=[CH:11][N:10]=[C:9]([NH:16][CH2:17][C@@H:18]2[CH2:22][CH2:21][N:20]([C:23]([O:25][C:26]([CH3:29])([CH3:28])[CH3:27])=[O:24])[CH2:19]2)[N:8]=1. Given the product [I:1][C:2]1[C:3]([CH3:33])=[C:4]([CH:30]=[CH:31][CH:32]=1)[CH2:5][NH:6][C:7]1[C:12]([NH2:13])=[CH:11][N:10]=[C:9]([NH:16][CH2:17][C@@H:18]2[CH2:22][CH2:21][N:20]([C:23]([O:25][C:26]([CH3:27])([CH3:28])[CH3:29])=[O:24])[CH2:19]2)[N:8]=1, predict the reactants needed to synthesize it. (2) Given the product [Cl:40][C:16]1[CH:15]=[C:14]2[C:19]([C:20]([C:21]3[N:22]([CH2:32][C:33]4[CH:38]=[CH:37][C:36]([Cl:39])=[CH:35][CH:34]=4)[CH:23]=[N:24][C:25]=3[C:26]3[CH:31]=[CH:30][CH:29]=[CH:28][CH:27]=3)=[C:12]([CH2:10][NH:9][CH2:8][CH2:7][N:1]3[CH2:2][CH2:3][O:4][CH2:5][CH2:6]3)[NH:13]2)=[CH:18][CH:17]=1, predict the reactants needed to synthesize it. The reactants are: [N:1]1([CH2:7][CH2:8][NH:9][C:10]([C:12]2[NH:13][C:14]3[C:19]([C:20]=2[C:21]2[N:22]([CH2:32][C:33]4[CH:38]=[CH:37][C:36]([Cl:39])=[CH:35][CH:34]=4)[CH:23]=[N:24][C:25]=2[C:26]2[CH:31]=[CH:30][CH:29]=[CH:28][CH:27]=2)=[CH:18][CH:17]=[C:16]([Cl:40])[CH:15]=3)=O)[CH2:6][CH2:5][O:4][CH2:3][CH2:2]1.[Al+3].[Cl-].[Cl-].[Cl-].[H-].[H-].[H-].[H-].[Li+].[Al+3].